This data is from Full USPTO retrosynthesis dataset with 1.9M reactions from patents (1976-2016). The task is: Predict the reactants needed to synthesize the given product. (1) Given the product [O:4]=[C:3]1[C@H:2]([NH:7][C:21](=[O:22])[O:20][C:16]([CH3:19])([CH3:18])[CH3:17])[CH2:1][O:6][NH:5]1, predict the reactants needed to synthesize it. The reactants are: [CH2:1]1[O:6][NH:5][C:3](=[O:4])[C@@H:2]1[NH2:7].O.C(N(CC)CC)C.[C:16]([O:20][C:21](=O)[O:22]C(C)(C)C)([CH3:19])([CH3:18])[CH3:17]. (2) Given the product [Cl:20][C:14]1[CH:15]=[CH:16][CH:17]=[C:18]([Cl:19])[C:13]=1[N:12]1[C:8]([C:5]2[CH:6]=[CH:7][C:2]([NH:34][CH2:33][CH2:32][N:29]3[CH2:30][CH2:31][O:26][CH2:27][CH2:28]3)=[CH:3][C:4]=2[CH3:25])=[CH:9][C:10]([C:21]([OH:24])([CH3:23])[CH3:22])=[N:11]1, predict the reactants needed to synthesize it. The reactants are: Br[C:2]1[CH:7]=[CH:6][C:5]([C:8]2[N:12]([C:13]3[C:18]([Cl:19])=[CH:17][CH:16]=[CH:15][C:14]=3[Cl:20])[N:11]=[C:10]([C:21]([OH:24])([CH3:23])[CH3:22])[CH:9]=2)=[C:4]([CH3:25])[CH:3]=1.[O:26]1[CH2:31][CH2:30][N:29]([CH2:32][CH2:33][NH2:34])[CH2:28][CH2:27]1.CC(C)([O-])C.[Na+].C1(C2C=CC=CC=2)C=CC=CC=1P(C(C)(C)C)C(C)(C)C. (3) Given the product [F:16][C:17]1[CH:22]=[CH:21][C:20]([CH3:23])=[CH:19][C:18]=1[C:2]1[CH:7]=[C:6]([NH2:8])[CH:5]=[CH:4][N:3]=1, predict the reactants needed to synthesize it. The reactants are: Br[C:2]1[CH:7]=[C:6]([NH:8]C(=O)OC(C)(C)C)[CH:5]=[CH:4][N:3]=1.[F:16][C:17]1[CH:22]=[CH:21][C:20]([CH3:23])=[CH:19][C:18]=1B(O)O.C(=O)([O-])[O-].[Na+].[Na+].